This data is from Catalyst prediction with 721,799 reactions and 888 catalyst types from USPTO. The task is: Predict which catalyst facilitates the given reaction. (1) Reactant: OC(C)CN[C:5](=[O:9])[C:6]([CH3:8])=[CH2:7].[N+](C1C=[CH:18][C:17]([O:20]C(=O)CNC(=O)C(C)=C)=[CH:16]C=1)([O-])=O.NCC([OH:34])C.CC(C)=O. Product: [CH3:16][CH:17]([OH:20])[CH2:18][O:34][C:5]([C:6]([CH3:8])=[CH2:7])=[O:9]. The catalyst class is: 16. (2) Reactant: C(Cl)(=O)C(Cl)=O.[F:7][C:8]([F:15])([F:14])[C:9](=[CH2:13])[C:10]([OH:12])=[O:11].[C:16](O)([CH3:19])([CH3:18])[CH3:17].N1C=CC=CC=1. Product: [F:7][C:8]([F:15])([F:14])[C:9](=[CH2:13])[C:10]([O:12][C:16]([CH3:19])([CH3:18])[CH3:17])=[O:11]. The catalyst class is: 2. (3) Reactant: [F:1][C:2]([F:15])([C:11]([F:14])([F:13])[F:12])[CH2:3][CH2:4][CH2:5][S:6][CH2:7][CH2:8][CH2:9]Cl.[I-:16].[Na+].O. Product: [F:1][C:2]([F:15])([C:11]([F:14])([F:13])[F:12])[CH2:3][CH2:4][CH2:5][S:6][CH2:7][CH2:8][CH2:9][I:16]. The catalyst class is: 311. (4) Reactant: Br[CH2:2][CH2:3][NH:4][C:5](=[O:11])[O:6][C:7]([CH3:10])([CH3:9])[CH3:8].[CH:12]([O:15][CH2:16][CH2:17][NH2:18])([CH3:14])[CH3:13].O. The catalyst class is: 9. Product: [CH:12]([O:15][CH2:16][CH2:17][NH:18][CH2:2][CH2:3][NH:4][C:5](=[O:11])[O:6][C:7]([CH3:10])([CH3:9])[CH3:8])([CH3:14])[CH3:13]. (5) Reactant: [CH:1]([C:3]([CH3:5])=[O:4])=[CH2:2].N12CCCN=C1CCCCC2.[CH2:17]([CH:21]1[CH2:29][C:28]2[C:23](=[CH:24][CH:25]=[C:26]([O:31][CH3:32])[C:27]=2[CH3:30])[C:22]1=[O:33])[CH2:18][CH2:19][CH3:20]. Product: [CH2:17]([C:21]1([CH2:2][CH2:1][C:3](=[O:4])[CH3:5])[CH2:29][C:28]2[C:23](=[CH:24][CH:25]=[C:26]([O:31][CH3:32])[C:27]=2[CH3:30])[C:22]1=[O:33])[CH2:18][CH2:19][CH3:20]. The catalyst class is: 365.